Predict the product of the given reaction. From a dataset of Forward reaction prediction with 1.9M reactions from USPTO patents (1976-2016). (1) Given the reactants Cl[C:2]1[CH:3]=[C:4]([C:15]([NH:17][CH2:18][C:19]2[C:20](=[O:27])[NH:21][C:22]([CH3:26])=[CH:23][C:24]=2[CH3:25])=[O:16])[C:5]2[C:10]([CH3:11])=[N:9][N:8]([CH:12]([CH3:14])[CH3:13])[C:6]=2[N:7]=1.[CH3:28][N:29]([CH3:48])[S:30]([C:33]1[CH:38]=[CH:37][C:36](B2OC(C)(C)C(C)(C)O2)=[CH:35][CH:34]=1)(=[O:32])=[O:31].C(=O)(O)[O-].[Na+].O, predict the reaction product. The product is: [CH3:28][N:29]([CH3:48])[S:30]([C:33]1[CH:34]=[CH:35][C:36]([C:2]2[CH:3]=[C:4]([C:15]([NH:17][CH2:18][C:19]3[C:20](=[O:27])[NH:21][C:22]([CH3:26])=[CH:23][C:24]=3[CH3:25])=[O:16])[C:5]3[C:10]([CH3:11])=[N:9][N:8]([CH:12]([CH3:14])[CH3:13])[C:6]=3[N:7]=2)=[CH:37][CH:38]=1)(=[O:31])=[O:32]. (2) Given the reactants [Br:1][C:2]1[CH:3]=[C:4]2[C:8](=[CH:9][CH:10]=1)[NH:7][C:6](=[O:11])[CH2:5]2.[N:12]1([CH2:17][CH2:18][NH:19][C:20]([C:22]2[C:26]([C:27]3[CH:32]=[CH:31][CH:30]=[CH:29][CH:28]=3)=[C:25]([CH:33]=O)[NH:24][C:23]=2[CH3:35])=[O:21])[CH2:16][CH2:15][CH2:14][CH2:13]1, predict the reaction product. The product is: [N:12]1([CH2:17][CH2:18][NH:19][C:20]([C:22]2[C:26]([C:27]3[CH:28]=[CH:29][CH:30]=[CH:31][CH:32]=3)=[C:25]([CH:33]=[C:5]3[C:4]4[C:8](=[CH:9][CH:10]=[C:2]([Br:1])[CH:3]=4)[NH:7][C:6]3=[O:11])[NH:24][C:23]=2[CH3:35])=[O:21])[CH2:13][CH2:14][CH2:15][CH2:16]1.